From a dataset of Full USPTO retrosynthesis dataset with 1.9M reactions from patents (1976-2016). Predict the reactants needed to synthesize the given product. (1) Given the product [CH2:10]([C:9]1[NH:6][C:5]2[C:7]([C:14](=[O:15])[CH:13]=1)=[CH:8][C:2]([F:1])=[CH:3][CH:4]=2)[CH3:11], predict the reactants needed to synthesize it. The reactants are: [F:1][C:2]1[CH:8]=[CH:7][C:5]([NH2:6])=[CH:4][CH:3]=1.[C:9]([CH2:13][C:14](OC)=[O:15])(=O)[CH2:10][CH3:11].C1(C)C=CC(S(O)(=O)=O)=CC=1.C1C=CC(C2C=CC=CC=2)=CC=1.C1C=CC(OC2C=CC=CC=2)=CC=1. (2) Given the product [NH2:7][CH:8]1[CH2:13][CH2:12][CH:11]([NH:14][C:15]([C:17]2[C:18]([C:23]3[C:24]([Cl:30])=[CH:25][CH:26]=[CH:27][C:28]=3[Cl:29])=[N:19][O:20][C:21]=2[CH3:22])=[O:16])[CH2:10][CH2:9]1, predict the reactants needed to synthesize it. The reactants are: C(OC(=O)[NH:7][CH:8]1[CH2:13][CH2:12][CH:11]([NH:14][C:15]([C:17]2[C:18]([C:23]3[C:28]([Cl:29])=[CH:27][CH:26]=[CH:25][C:24]=3[Cl:30])=[N:19][O:20][C:21]=2[CH3:22])=[O:16])[CH2:10][CH2:9]1)(C)(C)C.C(=O)(OC(C)(C)C)N.